This data is from Full USPTO retrosynthesis dataset with 1.9M reactions from patents (1976-2016). The task is: Predict the reactants needed to synthesize the given product. (1) The reactants are: [CH3:1][NH+:2]1[CH2:7][C:6]([C:8]([OH:10])=[O:9])=[CH:5][CH2:4][CH2:3]1.[Cl-]. Given the product [CH3:1][N:2]1[CH2:3][CH2:4][CH2:5][CH:6]([C:8]([OH:10])=[O:9])[CH2:7]1, predict the reactants needed to synthesize it. (2) Given the product [NH2:1][C:2]1[C:3]2[N:4]([C:8]([C@@H:26]3[CH2:30][CH2:29][CH2:28][N:27]3[C:15](=[O:16])[C:14]#[C:13][CH3:12])=[N:9][C:10]=2[C:11]2[CH:25]=[CH:24][C:14]([C:15]([NH:17][C:18]3[CH:23]=[CH:22][CH:21]=[CH:20][N:19]=3)=[O:16])=[CH:13][CH:12]=2)[CH:5]=[CH:6][N:7]=1, predict the reactants needed to synthesize it. The reactants are: [NH2:1][C:2]1[C:3]2[N:4]([C:8]([C@@H:26]3[CH2:30][CH2:29][CH2:28][NH:27]3)=[N:9][C:10]=2[C:11]2[CH:25]=[CH:24][C:14]([C:15]([NH:17][C:18]3[CH:23]=[CH:22][CH:21]=[CH:20][N:19]=3)=[O:16])=[CH:13][CH:12]=2)[CH:5]=[CH:6][N:7]=1.